From a dataset of Forward reaction prediction with 1.9M reactions from USPTO patents (1976-2016). Predict the product of the given reaction. (1) The product is: [OH:1][C:2]1[CH:3]=[CH:4][C:5]([C@@H:13]([OH:35])[CH2:14][NH:15][CH2:16][CH:17]2[CH2:22][CH2:21][N:20]([CH2:23][CH2:24][O:25][CH2:26][C@H:27]([C:28]3[CH:33]=[CH:32][CH:31]=[CH:30][CH:29]=3)[CH3:37])[CH2:19][CH2:18]2)=[C:6]2[C:11]=1[NH:10][C:9](=[O:12])[CH:8]=[CH:7]2. Given the reactants [OH:1][C:2]1[CH:3]=[CH:4][C:5]([C@@H:13]([OH:35])[CH2:14][NH:15][CH2:16][C:17]2(O)[CH2:22][CH2:21][N:20]([CH2:23][CH2:24][O:25][CH2:26][CH2:27][C:28]3[CH:33]=[CH:32][CH:31]=[CH:30][CH:29]=3)[CH2:19][CH2:18]2)=[C:6]2[C:11]=1[NH:10][C:9](=[O:12])[CH:8]=[CH:7]2.N[CH2:37][C@@H](C1C=CC(O)=C2C=1C=CC(=O)N2)O[Si](C(C)(C)C)(C)C.C(O)(=O)C.C([BH3-])#N.[Na+], predict the reaction product. (2) Given the reactants Br[C:2]1[C:11]([NH:12][C:13](=[O:18])[C:14]([F:17])([F:16])[F:15])=[CH:10][C:9]([F:19])=[CH:8][C:3]=1[C:4]([O:6][CH3:7])=[O:5].[C:20]([C@@:22]1([CH3:37])[CH2:26][CH2:25][CH2:24][N:23]1[C:27]([O:29][CH2:30][C:31]1[CH:36]=[CH:35][CH:34]=[CH:33][CH:32]=1)=[O:28])#[CH:21].CN(C)C(=N)N(C)C, predict the reaction product. The product is: [F:19][C:9]1[CH:10]=[C:11]([NH:12][C:13](=[O:18])[C:14]([F:17])([F:16])[F:15])[C:2]([C:21]#[C:20][C@@:22]2([CH3:37])[CH2:26][CH2:25][CH2:24][N:23]2[C:27]([O:29][CH2:30][C:31]2[CH:32]=[CH:33][CH:34]=[CH:35][CH:36]=2)=[O:28])=[C:3]([C:4]([O:6][CH3:7])=[O:5])[CH:8]=1. (3) Given the reactants [Br:1][C:2]1[CH:11]=[C:10]2[C:5]([CH2:6][CH2:7][N:8]=[C:9]2[CH3:12])=[CH:4][CH:3]=1.C(O[BH-](OC(=O)C)OC(=O)C)(=O)C.[Na+], predict the reaction product. The product is: [Br:1][C:2]1[CH:11]=[C:10]2[C:5]([CH2:6][CH2:7][NH:8][CH:9]2[CH3:12])=[CH:4][CH:3]=1.